Task: Predict the reactants needed to synthesize the given product.. Dataset: Full USPTO retrosynthesis dataset with 1.9M reactions from patents (1976-2016) (1) Given the product [C:1]([N:4]1[CH2:8][CH2:7][CH:6]([CH3:9])[CH:5]1[C:10]1[C:15]([O:39][C:36]2[CH:35]=[CH:34][C:33]([S:30]([CH3:29])(=[O:32])=[O:31])=[CH:38][CH:37]=2)=[CH:14][C:13]2[NH:17][C:18]([C:20]3[CH:25]=[CH:24][CH:23]=[CH:22][N:21]=3)=[N:26][C:12]=2[CH:11]=1)(=[O:3])[CH3:2], predict the reactants needed to synthesize it. The reactants are: [C:1]([N:4]1[CH2:8][CH2:7][CH:6]([CH3:9])[CH:5]1[C:10]1[C:15](F)=[CH:14][C:13]([NH:17][C:18]([C:20]2[CH:25]=[CH:24][CH:23]=[CH:22][N:21]=2)=O)=[C:12]([N+:26]([O-])=O)[CH:11]=1)(=[O:3])[CH3:2].[CH3:29][S:30]([C:33]1[CH:38]=[CH:37][C:36]([OH:39])=[CH:35][CH:34]=1)(=[O:32])=[O:31]. (2) Given the product [CH2:15]([O:14][C:12]([C:9]1[C:10](=[O:11])[N:5]([CH2:4][C:3]2[CH:30]=[CH:31][CH:32]=[C:33]([C:34]([F:36])([F:35])[F:37])[C:2]=2[Cl:1])[C:6](=[O:29])[N:7]([C:17]2[CH:25]=[C:24]3[C:20]([C:21]([CH3:27])([CH3:28])[C:22](=[O:26])[N:23]3[CH2:41][CH3:42])=[CH:19][CH:18]=2)[CH:8]=1)=[O:13])[CH3:16], predict the reactants needed to synthesize it. The reactants are: [Cl:1][C:2]1[C:33]([C:34]([F:37])([F:36])[F:35])=[CH:32][CH:31]=[CH:30][C:3]=1[CH2:4][N:5]1[C:10](=[O:11])[C:9]([C:12]([O:14][CH2:15][CH3:16])=[O:13])=[CH:8][N:7]([C:17]2[CH:25]=[C:24]3[C:20]([C:21]([CH3:28])([CH3:27])[C:22](=[O:26])[NH:23]3)=[CH:19][CH:18]=2)[C:6]1=[O:29].[H-].[Na+].I[CH2:41][CH3:42].O. (3) Given the product [Cl:1][C:2]1[C:3]([CH3:10])=[N+:4]([O-:9])[CH:5]=[C:6]([CH3:8])[C:7]=1[N+:11]([O-:13])=[O:12], predict the reactants needed to synthesize it. The reactants are: [Cl:1][C:2]1[C:3]([CH3:10])=[N+:4]([O-:9])[CH:5]=[C:6]([CH3:8])[CH:7]=1.[N+:11]([O-])([OH:13])=[O:12].C(=O)([O-])[O-].[NH4+].[NH4+]. (4) Given the product [CH3:22][C@H:18]([O:17][C:15]1[CH:14]=[C:4]([CH:3]=[C:2]([O:1][C:24]2[CH:37]=[CH:36][C:27]3[C:28](=[O:35])[N:29]([CH3:34])[C:30]([CH3:33])([CH3:32])[O:31][C:26]=3[CH:25]=2)[CH:16]=1)[C:5]([NH:7][C:8]1[CH:12]=[CH:11][N:10]([CH3:13])[N:9]=1)=[O:6])[CH2:19][O:20][CH3:21], predict the reactants needed to synthesize it. The reactants are: [OH:1][C:2]1[CH:3]=[C:4]([CH:14]=[C:15]([O:17][C@@H:18]([CH3:22])[CH2:19][O:20][CH3:21])[CH:16]=1)[C:5]([NH:7][C:8]1[CH:12]=[CH:11][N:10]([CH3:13])[N:9]=1)=[O:6].F[C:24]1[CH:37]=[CH:36][C:27]2[C:28](=[O:35])[N:29]([CH3:34])[C:30]([CH3:33])([CH3:32])[O:31][C:26]=2[CH:25]=1.C(=O)([O-])[O-].[K+].[K+].C(OCC)(=O)C. (5) Given the product [C:4]([C:3]1[CH:6]=[CH:7][C:8]([O:11][C:12]2[CH:13]=[CH:14][C:15]3[B:18]([OH:19])[O:22][CH2:21][C:16]=3[CH:17]=2)=[C:9]([OH:10])[CH:2]=1)#[N:5], predict the reactants needed to synthesize it. The reactants are: C[C:2]1[C:9]([OH:10])=[C:8]([O:11][C:12]2[CH:17]=[CH:16][C:15]([B:18]3[O:22][C:21](C)(C)C(C)(C)[O:19]3)=[C:14](C=O)[CH:13]=2)[CH:7]=[CH:6][C:3]=1[C:4]#[N:5].[BH4-].[Na+]. (6) Given the product [Br:1][C:2]1[CH:3]=[C:4]2[C:9](=[CH:10][C:11]=1[Cl:12])[N:8]=[C:7]([CH3:13])[N:6]=[C:5]2[Cl:17], predict the reactants needed to synthesize it. The reactants are: [Br:1][C:2]1[CH:3]=[C:4]2[C:9](=[CH:10][C:11]=1[Cl:12])[N:8]=[C:7]([CH3:13])[N:6]=[C:5]2O.O=S(Cl)[Cl:17].